From a dataset of Peptide-MHC class I binding affinity with 185,985 pairs from IEDB/IMGT. Regression. Given a peptide amino acid sequence and an MHC pseudo amino acid sequence, predict their binding affinity value. This is MHC class I binding data. (1) The peptide sequence is RELHLSWEV. The MHC is HLA-B44:02 with pseudo-sequence HLA-B44:02. The binding affinity (normalized) is 0.587. (2) The peptide sequence is LQGGGPPYG. The MHC is HLA-A02:01 with pseudo-sequence HLA-A02:01. The binding affinity (normalized) is 0. (3) The peptide sequence is SMPPPGTRV. The MHC is HLA-A68:02 with pseudo-sequence HLA-A68:02. The binding affinity (normalized) is 0.399. (4) The binding affinity (normalized) is 0.548. The peptide sequence is QTFGRKLHLY. The MHC is Patr-A0301 with pseudo-sequence Patr-A0301. (5) The peptide sequence is FSLGLLCISI. The MHC is HLA-A02:01 with pseudo-sequence HLA-A02:01. The binding affinity (normalized) is 0.813. (6) The peptide sequence is RVRIERGPR. The MHC is HLA-B07:02 with pseudo-sequence HLA-B07:02. The binding affinity (normalized) is 0.0847. (7) The peptide sequence is FRKAQIQGL. The MHC is HLA-A68:02 with pseudo-sequence HLA-A68:02. The binding affinity (normalized) is 0.